From a dataset of Forward reaction prediction with 1.9M reactions from USPTO patents (1976-2016). Predict the product of the given reaction. (1) Given the reactants [Si:1]([O:8][C:9]1[CH:14]=[CH:13][C:12]([C:15]2[N:16]=[C:17]([C:22]([C:24]3[CH:29]=[CH:28][CH:27]=[CH:26][CH:25]=3)=[CH2:23])[C:18]([NH2:21])=[N:19][CH:20]=2)=[CH:11][CH:10]=1)([C:4]([CH3:7])([CH3:6])[CH3:5])([CH3:3])[CH3:2].[Si:30]([O:37][C:38]1[CH:43]=[CH:42][C:41]([CH2:44][C:45](Cl)=[O:46])=[CH:40][CH:39]=1)([C:33]([CH3:36])([CH3:35])[CH3:34])([CH3:32])[CH3:31].O, predict the reaction product. The product is: [Si:30]([O:37][C:38]1[CH:39]=[CH:40][C:41]([CH2:44][C:45]([NH:21][C:18]2[C:17]([C:22]([C:24]3[CH:29]=[CH:28][CH:27]=[CH:26][CH:25]=3)=[CH2:23])=[N:16][C:15]([C:12]3[CH:11]=[CH:10][C:9]([O:8][Si:1]([C:4]([CH3:7])([CH3:5])[CH3:6])([CH3:2])[CH3:3])=[CH:14][CH:13]=3)=[CH:20][N:19]=2)=[O:46])=[CH:42][CH:43]=1)([C:33]([CH3:36])([CH3:35])[CH3:34])([CH3:32])[CH3:31]. (2) Given the reactants [CH2:1]([N:3]([CH2:19][CH3:20])[CH2:4][CH2:5][N:6]1[CH2:11][CH2:10][S:9][C:8]2[CH:12]=[C:13]([N+:16]([O-])=O)[CH:14]=[CH:15][C:7]1=2)[CH3:2].O.NN, predict the reaction product. The product is: [CH2:19]([N:3]([CH2:1][CH3:2])[CH2:4][CH2:5][N:6]1[CH2:11][CH2:10][S:9][C:8]2[CH:12]=[C:13]([NH2:16])[CH:14]=[CH:15][C:7]1=2)[CH3:20]. (3) Given the reactants [Br:1][C:2]1[CH:3]=[C:4]([C:11]2[C:15]([CH:16]=[C:17]3[S:21][C:20](=[O:22])[NH:19][C:18]3=[O:23])=[CH:14][N:13]([C:24]3[CH:29]=[CH:28][CH:27]=[CH:26][CH:25]=3)[N:12]=2)[CH:5]=[CH:6][C:7]=1[O:8][CH2:9][CH3:10].[H-].[Na+].I[CH3:33].O, predict the reaction product. The product is: [Br:1][C:2]1[CH:3]=[C:4]([C:11]2[C:15]([CH:16]=[C:17]3[S:21][C:20](=[O:22])[N:19]([CH3:33])[C:18]3=[O:23])=[CH:14][N:13]([C:24]3[CH:25]=[CH:26][CH:27]=[CH:28][CH:29]=3)[N:12]=2)[CH:5]=[CH:6][C:7]=1[O:8][CH2:9][CH3:10]. (4) Given the reactants Br[C:2]1[C:10]2[C:5](=[N:6][CH:7]=[CH:8][CH:9]=2)[NH:4][CH:3]=1.[C:11](=[O:14])([O-])[O-].[K+].[K+].[C:17]1(S(Cl)(=O)=O)[CH:22]=[CH:21][CH:20]=[CH:19][CH:18]=1.C[C:28](C)=[O:29], predict the reaction product. The product is: [CH3:28][O:29][C:17]1[CH:18]=[C:19]([C:2]2[C:10]3[C:5](=[N:6][CH:7]=[CH:8][CH:9]=3)[NH:4][CH:3]=2)[CH:20]=[CH:21][C:22]=1[O:14][CH3:11]. (5) Given the reactants [F:1][C:2]1[CH:3]=[CH:4][C:5]([O:10][C:11]2[CH:25]=[CH:24][C:14]3[C:15]([CH2:18][N:19]4[CH2:23][CH2:22][CH2:21][CH2:20]4)=[N:16][O:17][C:13]=3[CH:12]=2)=[C:6]([CH:9]=1)[CH2:7][NH2:8].FC(F)(F)C[O:29][C:30](=O)[NH:31][C:32]1[N:33]([C:41]2[CH:46]=[CH:45][C:44]([CH3:47])=[CH:43][CH:42]=2)[N:34]=[C:35]([C:37]([CH3:40])([CH3:39])[CH3:38])[CH:36]=1.C(N(C(C)C)CC)(C)C, predict the reaction product. The product is: [C:37]([C:35]1[CH:36]=[C:32]([NH:31][C:30]([NH:8][CH2:7][C:6]2[CH:9]=[C:2]([F:1])[CH:3]=[CH:4][C:5]=2[O:10][C:11]2[CH:25]=[CH:24][C:14]3[C:15]([CH2:18][N:19]4[CH2:20][CH2:21][CH2:22][CH2:23]4)=[N:16][O:17][C:13]=3[CH:12]=2)=[O:29])[N:33]([C:41]2[CH:46]=[CH:45][C:44]([CH3:47])=[CH:43][CH:42]=2)[N:34]=1)([CH3:40])([CH3:38])[CH3:39].